The task is: Predict the reactants needed to synthesize the given product.. This data is from Full USPTO retrosynthesis dataset with 1.9M reactions from patents (1976-2016). Given the product [Cl:45][C:30]1[C:31]2[C:32](=[O:40])[C:33]3[CH:34]=[CH:35][N:36]=[CH:37][C:38]=3[C:39]=2[C:27]2[CH:26]=[CH:25][C:24]([O:23][CH3:22])=[CH:42][C:28]=2[N:29]=1, predict the reactants needed to synthesize it. The reactants are: COC1C=CC2C3C4C=CN=CC=4C(=O)C=3C(=O)NC=2C=1.[CH3:22][O:23][C:24]1[CH:25]=[CH:26][C:27]2[C:39]3[C:38]4[CH:37]=[N:36][CH:35]=[CH:34][C:33]=4[C:32](=[O:40])[C:31]=3[C:30](=O)[NH:29][C:28]=2[CH:42]=1.P(Cl)(Cl)([Cl:45])=O.